From a dataset of Catalyst prediction with 721,799 reactions and 888 catalyst types from USPTO. Predict which catalyst facilitates the given reaction. (1) Reactant: [CH3:1][C:2]([CH3:28])([CH3:27])[CH2:3][NH:4][C:5]([C:7]1[CH:12]=[CH:11][C:10]([C:13]2[C:18]([CH3:19])=[CH:17][CH:16]=[C:15]([C:20]([OH:22])=O)[CH:14]=2)=[C:9]([C:23]([O:25][CH3:26])=[O:24])[CH:8]=1)=[O:6].C(Cl)CCl.C1C=CC2N(O)N=NC=2C=1.CCN(CC)CC.[NH2:50][CH2:51][CH2:52][OH:53]. Product: [CH3:27][C:2]([CH3:1])([CH3:28])[CH2:3][NH:4][C:5]([C:7]1[CH:8]=[C:9]([C:23]([O:25][CH3:26])=[O:24])[C:10]([C:13]2[CH:14]=[C:15]([C:20]([NH:50][CH2:51][CH2:52][OH:53])=[O:22])[CH:16]=[CH:17][C:18]=2[CH3:19])=[CH:11][CH:12]=1)=[O:6]. The catalyst class is: 2. (2) Reactant: S([O-])([O-])(=O)=O.[CH3:6][S:7][C:8]([NH2:10])=[NH2+:9].[CH3:6][S:7][C:8]([NH2:10])=[NH2+:9].[O-]CC.[Na+].CN([CH:23]=[C:24]1[C:29](=O)[CH2:28][CH2:27][N:26]([C:31]([O:33][C:34]([CH3:37])([CH3:36])[CH3:35])=[O:32])[CH2:25]1)C. The catalyst class is: 8. Product: [CH3:6][S:7][C:8]1[N:10]=[CH:23][C:24]2[CH2:25][N:26]([C:31]([O:33][C:34]([CH3:37])([CH3:36])[CH3:35])=[O:32])[CH2:27][CH2:28][C:29]=2[N:9]=1. (3) Reactant: [CH:1]([N:4]1[C:8]([C:9]2[N:18]=[C:17]3[N:11]([CH2:12][CH2:13][O:14][C:15]4[CH:22]=[C:21]([O:23][C@@H:24]([CH3:28])[C:25]([OH:27])=O)[N:20]=[CH:19][C:16]=43)[CH:10]=2)=[N:7][CH:6]=[N:5]1)([CH3:3])[CH3:2].C[N:30](C(ON1N=NC2C=CC=NC1=2)=[N+](C)C)C.F[P-](F)(F)(F)(F)F.[Cl-].[NH4+].C(N(CC)CC)C. Product: [CH:1]([N:4]1[C:8]([C:9]2[N:18]=[C:17]3[C:16]4[CH:19]=[N:20][C:21]([O:23][C@@H:24]([CH3:28])[C:25]([NH2:30])=[O:27])=[CH:22][C:15]=4[O:14][CH2:13][CH2:12][N:11]3[CH:10]=2)=[N:7][CH:6]=[N:5]1)([CH3:3])[CH3:2]. The catalyst class is: 3. (4) Reactant: C(OC(=O)[NH:7][CH:8]([CH2:23][C:24]1[CH:29]=[CH:28][C:27]([OH:30])=[CH:26][N:25]=1)[C:9]([NH:11][CH2:12][C:13]1[CH:18]=[CH:17][C:16]([C:19](=[O:22])[NH:20][OH:21])=[CH:15][CH:14]=1)=[O:10])(C)(C)C.C(O)(C(F)(F)F)=O. Product: [NH2:7][CH:8]([CH2:23][C:24]1[CH:29]=[CH:28][C:27]([OH:30])=[CH:26][N:25]=1)[C:9]([NH:11][CH2:12][C:13]1[CH:18]=[CH:17][C:16]([C:19]([NH:20][OH:21])=[O:22])=[CH:15][CH:14]=1)=[O:10]. The catalyst class is: 2. (5) Reactant: C([O:3][C:4]([C:6]1[N:11]=[C:10]2[N:12]([CH2:15][C:16]3[CH:17]=[C:18]4[C:23](=[CH:24][CH:25]=3)[N:22]=[CH:21][CH:20]=[CH:19]4)[N:13]=[N:14][C:9]2=[N:8][CH:7]=1)=[CH2:5])C.Cl. Product: [N:22]1[C:23]2[C:18](=[CH:17][C:16]([CH2:15][N:12]3[C:10]4=[N:11][C:6]([C:4](=[O:3])[CH3:5])=[CH:7][N:8]=[C:9]4[N:14]=[N:13]3)=[CH:25][CH:24]=2)[CH:19]=[CH:20][CH:21]=1. The catalyst class is: 15. (6) Product: [F:8][C:4]1[N:3]=[C:2]([F:1])[CH:7]=[CH:6][C:5]=1[C:9]([OH:11])=[O:10]. Reactant: [F:1][C:2]1[CH:7]=[CH:6][CH:5]=[C:4]([F:8])[N:3]=1.[C:9](=[O:11])=[O:10]. The catalyst class is: 7.